This data is from Catalyst prediction with 721,799 reactions and 888 catalyst types from USPTO. The task is: Predict which catalyst facilitates the given reaction. (1) The catalyst class is: 62. Reactant: [CH3:1][N:2]1[CH:7]2[CH2:8][O:9][CH2:10][CH:3]1[CH2:4][N:5]([C:11]1[CH:12]=[CH:13][C:14]([NH2:17])=[N:15][CH:16]=1)[CH2:6]2.Br[C:19]1[C:20](=[O:27])[N:21]([CH3:26])[CH:22]=[C:23]([Br:25])[CH:24]=1.CC1(C)C2C(=C(P(C3C=CC=CC=3)C3C=CC=CC=3)C=CC=2)OC2C(P(C3C=CC=CC=3)C3C=CC=CC=3)=CC=CC1=2.C([O-])([O-])=O.[Cs+].[Cs+]. Product: [Br:25][C:23]1[CH:24]=[C:19]([NH:17][C:14]2[CH:13]=[CH:12][C:11]([N:5]3[CH2:6][CH:7]4[N:2]([CH3:1])[CH:3]([CH2:10][O:9][CH2:8]4)[CH2:4]3)=[CH:16][N:15]=2)[C:20](=[O:27])[N:21]([CH3:26])[CH:22]=1. (2) Reactant: [NH2:1][C:2]1[CH:16]=[CH:15][CH:14]=[CH:13][C:3]=1[CH2:4][NH:5][C:6]1[CH:11]=[CH:10][CH:9]=[CH:8][C:7]=1[F:12].[S:17](N)(N)(=[O:19])=[O:18]. Product: [F:12][C:7]1[CH:8]=[CH:9][CH:10]=[CH:11][C:6]=1[N:5]1[CH2:4][C:3]2[CH:13]=[CH:14][CH:15]=[CH:16][C:2]=2[NH:1][S:17]1(=[O:19])=[O:18]. The catalyst class is: 270. (3) Reactant: Br[C:2]1[CH:9]=[CH:8][CH:7]=[CH:6][C:3]=1[CH:4]=[O:5].[Cl:10][C:11]1[CH:16]=[CH:15][C:14](B(O)O)=[CH:13][CH:12]=1.C(=O)([O-])[O-].[Na+].[Na+]. Product: [Cl:10][C:11]1[CH:16]=[CH:15][C:14]([C:2]2[C:3]([CH:4]=[O:5])=[CH:6][CH:7]=[CH:8][CH:9]=2)=[CH:13][CH:12]=1. The catalyst class is: 206.